Dataset: Catalyst prediction with 721,799 reactions and 888 catalyst types from USPTO. Task: Predict which catalyst facilitates the given reaction. (1) Reactant: [F:8][C:7]([F:10])([F:9])[C:6](O[C:6](=[O:11])[C:7]([F:10])([F:9])[F:8])=[O:11].[NH:14]1[C:18]2[CH:19]=[CH:20][CH:21]=[CH:22][C:17]=2[N:16]=[C:15]1[C:23]1[C:27]([NH2:28])=[CH:26][NH:25][N:24]=1. Product: [NH:16]1[C:17]2[CH:22]=[CH:21][CH:20]=[CH:19][C:18]=2[N:14]=[C:15]1[C:23]1[C:27]([NH:28][C:6](=[O:11])[C:7]([F:8])([F:9])[F:10])=[CH:26][NH:25][N:24]=1. The catalyst class is: 17. (2) Reactant: [S:1]1[CH:5]=[CH:4][CH:3]=[C:2]1[CH2:6][OH:7].[C:8]([C:10]1[CH:15]=[CH:14][C:13]([N:16]=[C:17]=[O:18])=[CH:12][CH:11]=1)#[N:9].C(N(CC)CC)C. Product: [S:1]1[CH:5]=[CH:4][CH:3]=[C:2]1[CH2:6][O:7][C:17](=[O:18])[NH:16][C:13]1[CH:12]=[CH:11][C:10]([C:8]#[N:9])=[CH:15][CH:14]=1. The catalyst class is: 96. (3) Reactant: CC(C)([O-])C.[K+].[CH3:7][N:8]1[C:12]([C:13]#[C:14][C:15]2[C:16]([NH2:21])=[N:17][CH:18]=[N:19][CH:20]=2)=[C:11]([C:22]2[CH:27]=[CH:26][CH:25]=[CH:24][CH:23]=2)[N:10]=[CH:9]1.O.C(Cl)Cl. Product: [CH3:7][N:8]1[C:12]([C:13]2[NH:21][C:16]3[N:17]=[CH:18][N:19]=[CH:20][C:15]=3[CH:14]=2)=[C:11]([C:22]2[CH:27]=[CH:26][CH:25]=[CH:24][CH:23]=2)[N:10]=[CH:9]1. The catalyst class is: 37. (4) Reactant: [F:1][C:2]([F:9])([F:8])[C:3]([F:7])=[C:4]([F:6])[F:5].[CH2:10]=[CH:11][C:12]([NH:14][CH2:15][CH2:16][OH:17])=[O:13].C([O-])([O-])=O.[K+].[K+]. Product: [CH2:10]=[CH:11][C:12]([NH:14][CH2:15][CH2:16][O:17][C:4]([CH:3]([C:2]([F:9])([F:8])[F:1])[F:7])([F:6])[F:5])=[O:13]. The catalyst class is: 10. (5) Reactant: FC(F)(F)C([O-])=O.[NH2:8][C:9]1[C:10]([C:17]([NH:19][C@H:20]2[CH2:25][CH2:24][CH2:23][N+:22]([CH2:41][CH2:42][CH2:43][C:44]3[CH:49]=[CH:48][CH:47]=[C:46]([O:50][CH2:51][C:52]([O:54]C)=[O:53])[CH:45]=3)([CH2:26][CH2:27][CH2:28][C:29]3[CH:34]=[CH:33][CH:32]=[C:31]([O:35][CH2:36][C:37]([O:39]C)=[O:38])[CH:30]=3)[CH2:21]2)=[O:18])=[N:11][C:12]([Cl:16])=[C:13]([NH2:15])[N:14]=1.Cl. Product: [Cl-:16].[C:52]([CH2:51][O:50][C:46]1[CH:45]=[C:44]([CH2:43][CH2:42][CH2:41][N+:22]2([CH2:26][CH2:27][CH2:28][C:29]3[CH:34]=[CH:33][CH:32]=[C:31]([O:35][CH2:36][C:37]([OH:39])=[O:38])[CH:30]=3)[CH2:23][CH2:24][CH2:25][C@H:20]([NH:19][C:17]([C:10]3[C:9]([NH2:8])=[N:14][C:13]([NH2:15])=[C:12]([Cl:16])[N:11]=3)=[O:18])[CH2:21]2)[CH:49]=[CH:48][CH:47]=1)([OH:54])=[O:53]. The catalyst class is: 12. (6) Reactant: [CH3:1][C:2]1[C:7]([NH2:8])=[CH:6][CH:5]=[C:4]([N:9]2[CH2:13][CH2:12][C@H:11]([N:14]3[CH2:18][CH2:17][CH2:16][C@@H:15]3[CH3:19])[CH2:10]2)[N:3]=1.[C:20](Cl)(=[O:27])[C:21]1[CH:26]=[CH:25][CH:24]=[CH:23][CH:22]=1. Product: [CH3:1][C:2]1[C:7]([NH:8][C:20](=[O:27])[C:21]2[CH:26]=[CH:25][CH:24]=[CH:23][CH:22]=2)=[CH:6][CH:5]=[C:4]([N:9]2[CH2:13][CH2:12][C@H:11]([N:14]3[CH2:18][CH2:17][CH2:16][C@@H:15]3[CH3:19])[CH2:10]2)[N:3]=1. The catalyst class is: 272. (7) Reactant: [CH3:1][C:2]1[C:7]([NH:8][C:9]([CH2:11][N:12]2[CH2:17][CH2:16][N:15]([CH2:18][CH:19]([OH:30])[CH2:20][O:21][C:22]3[CH:23]=[CH:24][CH:25]=[CH:26][C:27]=3[O:28][CH3:29])[CH2:14][CH2:13]2)=[O:10])=[C:6]([CH3:31])[CH:5]=[CH:4][CH:3]=1.[C:32]1([CH3:42])[CH:37]=[CH:36][C:35]([S:38]([OH:41])(=[O:40])=[O:39])=[CH:34][CH:33]=1. Product: [CH3:1][C:2]1[C:7]([NH:8][C:9]([CH2:11][N:12]2[CH2:13][CH2:14][N:15]([CH2:18][CH:19]([OH:30])[CH2:20][O:21][C:22]3[CH:23]=[CH:24][CH:25]=[CH:26][C:27]=3[O:28][CH3:29])[CH2:16][CH2:17]2)=[O:10])=[C:6]([CH3:31])[CH:5]=[CH:4][CH:3]=1.[S:38]([C:35]1[CH:36]=[CH:37][C:32]([CH3:42])=[CH:33][CH:34]=1)([O-:41])(=[O:40])=[O:39]. The catalyst class is: 32.